Task: Predict the reaction yield, written as a fraction of the theoretical maximum amount of product (1.0 means a 100% yield; for example, 0.34 means a 34% yield).. Dataset: Reaction yield outcomes from USPTO patents with 853,638 reactions (1) The reactants are [Si:1]([O:8][CH2:9][C@@H:10]1[C@H:14]2[O:15][C:16]([CH3:19])([CH3:18])[O:17][C@H:13]2[C@H:12]([OH:20])[C:11]1=[CH2:21])([C:4]([CH3:7])([CH3:6])[CH3:5])([CH3:3])[CH3:2].[BH4-].[Na+].[NH4+].[Cl-]. The catalyst is CO. The product is [Si:1]([O:8][CH2:9][C@@H:10]1[C@H:14]2[O:15][C:16]([CH3:19])([CH3:18])[O:17][C@H:13]2[C@@H:12]([OH:20])[C:11]1=[CH2:21])([C:4]([CH3:7])([CH3:6])[CH3:5])([CH3:2])[CH3:3]. The yield is 0.800. (2) The reactants are [Cl:1][C:2]1[CH:7]=[CH:6][C:5]([O:8][C:9]2[C:14]([F:15])=[CH:13][C:12]([CH2:16][CH2:17][OH:18])=[CH:11][C:10]=2[F:19])=[CH:4][C:3]=1[C:20]([F:23])([F:22])[F:21].[N:24]#[C:25][NH2:26].[F:27][C:28]([F:34])([F:33])[S:29]([OH:32])(=[O:31])=[O:30]. The catalyst is C1COCC1. The product is [OH:32][S:29]([C:28]([F:34])([F:33])[F:27])(=[O:31])=[O:30].[C:25](=[NH:24])([O:18][CH2:17][CH2:16][C:12]1[CH:13]=[C:14]([F:15])[C:9]([O:8][C:5]2[CH:6]=[CH:7][C:2]([Cl:1])=[C:3]([C:20]([F:23])([F:22])[F:21])[CH:4]=2)=[C:10]([F:19])[CH:11]=1)[NH2:26]. The yield is 0.313.